From a dataset of Peptide-MHC class I binding affinity with 185,985 pairs from IEDB/IMGT. Regression. Given a peptide amino acid sequence and an MHC pseudo amino acid sequence, predict their binding affinity value. This is MHC class I binding data. (1) The peptide sequence is ELFIAPEGM. The MHC is HLA-A03:01 with pseudo-sequence HLA-A03:01. The binding affinity (normalized) is 0.0847. (2) The MHC is HLA-A25:01 with pseudo-sequence HLA-A25:01. The binding affinity (normalized) is 0.0847. The peptide sequence is RSVWIPGRW.